Dataset: Full USPTO retrosynthesis dataset with 1.9M reactions from patents (1976-2016). Task: Predict the reactants needed to synthesize the given product. (1) Given the product [CH3:30][O:37][C:35]1[C:15]2[N:16]([CH3:25])[C:17]3[C:22](=[CH:21][C:20]([NH:24][C:41](=[O:42])[CH3:40])=[CH:19][CH:18]=3)[C:23]=2[C:11]([C:9]([NH2:8])=[O:10])=[CH:12][CH:36]=1, predict the reactants needed to synthesize it. The reactants are: ClC1C=NC=C(Cl)C=1[NH:8][C:9]([C:11]1[C:23]2[C:22]3[C:17](=[CH:18][CH:19]=[C:20]([NH2:24])[CH:21]=3)[N:16]([CH3:25])[C:15]=2C(OC)=C[CH:12]=1)=[O:10].N1C=CC=C[CH:30]=1.[C:35](Cl)(=[O:37])[CH3:36].C1C[O:42][CH2:41][CH2:40]1. (2) Given the product [O:28]1[C:32]2([CH2:37][CH2:36][CH:35]([O:38][C:39]3[C:51]([CH:11]4[CH2:8][CH2:7]4)=[CH:50][C:42]([C:43]([O:45][C:46]([CH3:49])([CH3:48])[CH3:47])=[O:44])=[C:41]([F:53])[CH:40]=3)[CH2:34][CH2:33]2)[O:31][CH2:30][CH2:29]1, predict the reactants needed to synthesize it. The reactants are: O1C2(CC[CH:8]([CH2:11]OC3C(Cl)=CC(C(OC(C)(C)C)=O)=C(F)C=3)[CH2:7]C2)OCC1.[O:28]1[C:32]2([CH2:37][CH2:36][CH:35]([O:38][C:39]3[C:51](Cl)=[CH:50][C:42]([C:43]([O:45][C:46]([CH3:49])([CH3:48])[CH3:47])=[O:44])=[C:41]([F:53])[CH:40]=3)[CH2:34][CH2:33]2)[O:31][CH2:30][CH2:29]1. (3) The reactants are: [Cl:1][C:2]1[CH:3]=[C:4]([C:10]2[C:14]([C:15]#[CH:16])=[C:13]([CH3:17])[O:12][N:11]=2)[CH:5]=[CH:6][C:7]=1[O:8][CH3:9].Br[C:19]1[CH:24]=[CH:23][CH:22]=[CH:21][N:20]=1. Given the product [Cl:1][C:2]1[CH:3]=[C:4]([C:10]2[C:14]([C:15]#[C:16][C:19]3[CH:24]=[CH:23][CH:22]=[CH:21][N:20]=3)=[C:13]([CH3:17])[O:12][N:11]=2)[CH:5]=[CH:6][C:7]=1[O:8][CH3:9], predict the reactants needed to synthesize it. (4) The reactants are: Br[C:2]1[CH:3]=[CH:4][C:5]2[N:6]([C:8]([C:11]([N:13]3[CH2:18][CH2:17][CH:16]([C:19]4[CH:24]=[CH:23][CH:22]=[C:21]([F:25])[C:20]=4[C:26]([F:29])([F:28])[F:27])[CH2:15][CH2:14]3)=[O:12])=[N:9][N:10]=2)[CH:7]=1.[CH3:30][N:31](C=O)C. Given the product [F:25][C:21]1[C:20]([C:26]([F:29])([F:28])[F:27])=[C:19]([CH:16]2[CH2:17][CH2:18][N:13]([C:11]([C:8]3[N:6]4[CH:7]=[C:2]([C:30]#[N:31])[CH:3]=[CH:4][C:5]4=[N:10][N:9]=3)=[O:12])[CH2:14][CH2:15]2)[CH:24]=[CH:23][CH:22]=1, predict the reactants needed to synthesize it. (5) Given the product [NH:35]1[C:36]2[C:32](=[C:31]([C:2]3[N:3]=[C:4]([N:17]4[CH2:22][CH2:21][O:20][CH2:19][CH2:18]4)[C:5]4[S:10][C:9]([N:11]5[CH2:15][CH2:14][CH2:13][C:12]5=[O:16])=[CH:8][C:6]=4[N:7]=3)[CH:39]=[CH:38][CH:37]=2)[CH:33]=[N:34]1, predict the reactants needed to synthesize it. The reactants are: Cl[C:2]1[N:3]=[C:4]([N:17]2[CH2:22][CH2:21][O:20][CH2:19][CH2:18]2)[C:5]2[S:10][C:9]([N:11]3[CH2:15][CH2:14][CH2:13][C:12]3=[O:16])=[CH:8][C:6]=2[N:7]=1.CC1(C)C(C)(C)OB([C:31]2[CH:39]=[CH:38][CH:37]=[C:36]3[C:32]=2[CH:33]=[N:34][NH:35]3)O1. (6) Given the product [CH2:1]([C@:8]1([C:23]2[O:24][C:27]([C:28]3[CH:29]=[CH:30][CH:31]=[CH:32][CH:33]=3)=[CH:26][N:25]=2)[O:12][C:11](=[O:13])[N:10]([C@@H:14]([C:16]2[CH:21]=[CH:20][CH:19]=[CH:18][CH:17]=2)[CH3:15])[C:9]1=[O:22])[C:2]1[CH:3]=[CH:4][CH:5]=[CH:6][CH:7]=1, predict the reactants needed to synthesize it. The reactants are: [CH2:1]([C@:8]1([C:23]([NH:25][CH2:26][C:27](=O)[C:28]2[CH:33]=[CH:32][CH:31]=[CH:30][CH:29]=2)=[O:24])[O:12][C:11](=[O:13])[N:10]([C@@H:14]([C:16]2[CH:21]=[CH:20][CH:19]=[CH:18][CH:17]=2)[CH3:15])[C:9]1=[O:22])[C:2]1[CH:7]=[CH:6][CH:5]=[CH:4][CH:3]=1.S(=O)(=O)(O)O. (7) The reactants are: [C:1](O)(=[O:3])[CH3:2].CCN=C=NCCCN(C)C.C1C=CC2N(O)N=NC=2C=1.[NH2:26][CH:27]1[CH2:32][CH2:31][N:30]([C:33](=[O:56])[C@@H:34]([NH:43][C:44]([C:46]2[NH:55][C:49]3=[CH:50][N:51]=[C:52]([Cl:54])[CH:53]=[C:48]3[CH:47]=2)=[O:45])[CH2:35][C:36]2[CH:41]=[CH:40][C:39]([F:42])=[CH:38][CH:37]=2)[CH2:29][CH2:28]1.CCN(C(C)C)C(C)C. Given the product [C:1]([NH:26][CH:27]1[CH2:28][CH2:29][N:30]([C:33](=[O:56])[C@@H:34]([NH:43][C:44]([C:46]2[NH:55][C:49]3=[CH:50][N:51]=[C:52]([Cl:54])[CH:53]=[C:48]3[CH:47]=2)=[O:45])[CH2:35][C:36]2[CH:41]=[CH:40][C:39]([F:42])=[CH:38][CH:37]=2)[CH2:31][CH2:32]1)(=[O:3])[CH3:2], predict the reactants needed to synthesize it.